This data is from Rat liver microsome stability data. The task is: Regression/Classification. Given a drug SMILES string, predict its absorption, distribution, metabolism, or excretion properties. Task type varies by dataset: regression for continuous measurements (e.g., permeability, clearance, half-life) or binary classification for categorical outcomes (e.g., BBB penetration, CYP inhibition). Dataset: rlm. (1) The compound is O=C(O)c1ccnc2cc(-c3nc4ccccc4n3CCN3CCCCC3)sc12. The result is 0 (unstable in rat liver microsomes). (2) The molecule is COc1ccc(NC(=O)c2[nH]c(C)c(C(C)=O)c2C)cc1. The result is 0 (unstable in rat liver microsomes). (3) The compound is Cc1ccnc(NC(=S)N2CCC(Nc3cccc(C(F)(F)F)c3)CC2)c1. The result is 1 (stable in rat liver microsomes). (4) The compound is O=C(c1ccc(-c2ccc(=O)n(-c3ccc(F)cc3)n2)cc1)N1CCC[C@H]1CN1CCCC1. The result is 0 (unstable in rat liver microsomes). (5) The drug is O=S(=O)(Nc1nccs1)c1ccc(NCc2ccc(Cl)c(Cl)c2)cc1. The result is 1 (stable in rat liver microsomes). (6) The drug is Cc1ccc(S(=O)(=O)Nc2cc3c(cc2C(=O)Nc2nc(-c4ccccc4)cs2)OCO3)cc1. The result is 1 (stable in rat liver microsomes). (7) The result is 0 (unstable in rat liver microsomes). The molecule is CC(C)[C@H](NS(=O)(=O)c1ccc2c(c1)sc1cc(N3CCOC3=O)ccc12)C(=O)O. (8) The compound is COc1cccc(N(CCO)C(=O)Nc2ccc(-c3ncnc4[nH]cc(C)c34)cc2)c1. The result is 1 (stable in rat liver microsomes).